This data is from Acute oral toxicity (LD50) regression data from Zhu et al.. The task is: Regression/Classification. Given a drug SMILES string, predict its toxicity properties. Task type varies by dataset: regression for continuous values (e.g., LD50, hERG inhibition percentage) or binary classification for toxic/non-toxic outcomes (e.g., AMES mutagenicity, cardiotoxicity, hepatotoxicity). Dataset: ld50_zhu. The compound is CCO[Si](CCS)(OCC)OCC. The rat oral LD50 is 1.84, given as -log10 of the dose in mol/kg body weight (higher means more acutely toxic).